Dataset: Reaction yield outcomes from USPTO patents with 853,638 reactions. Task: Predict the reaction yield, written as a fraction of the theoretical maximum amount of product (1.0 means a 100% yield; for example, 0.34 means a 34% yield). (1) The reactants are [N:1]([CH2:4][C:5]1[CH:20]=[CH:19][C:8]([C:9]([O:11]N2C(=O)CCC2=O)=O)=[C:7]([Cl:21])[CH:6]=1)=[N+:2]=[N-:3].Cl.[C:23]([NH:31][CH2:32][C@@H:33]([C:35]([O:37][CH3:38])=[O:36])[NH2:34])(=[O:30])[C:24]1[CH:29]=[CH:28][CH:27]=[CH:26][CH:25]=1.C(N(CC)CC)C. The catalyst is CN(C)C=O. The product is [N:1]([CH2:4][C:5]1[CH:20]=[CH:19][C:8]([C:9]([NH:34][C@H:33]([C:35]([O:37][CH3:38])=[O:36])[CH2:32][NH:31][C:23](=[O:30])[C:24]2[CH:29]=[CH:28][CH:27]=[CH:26][CH:25]=2)=[O:11])=[C:7]([Cl:21])[CH:6]=1)=[N+:2]=[N-:3]. The yield is 0.690. (2) The reactants are Cl[C:2]1[CH:3]=[C:4]([NH:11][C:12]2[CH:17]=[CH:16][CH:15]=[C:14]([N:18]3[CH2:22][CH2:21][CH2:20][CH:19]3[CH3:23])[N:13]=2)[C:5]2[N:6]([CH:8]=[CH:9][N:10]=2)[N:7]=1.[N:24]1[CH:29]=[CH:28][CH:27]=[C:26](B(O)O)[CH:25]=1.CC(C1C=C(C(C)C)C(C2C=CC=CC=2P(C2CCCCC2)C2CCCCC2)=C(C(C)C)C=1)C.C([O-])([O-])=O.[Na+].[Na+]. The catalyst is O1CCOCC1.O.C1C=CC(/C=C/C(/C=C/C2C=CC=CC=2)=O)=CC=1.C1C=CC(/C=C/C(/C=C/C2C=CC=CC=2)=O)=CC=1.[Pd]. The product is [CH3:23][CH:19]1[CH2:20][CH2:21][CH2:22][N:18]1[C:14]1[N:13]=[C:12]([NH:11][C:4]2[C:5]3[N:6]([CH:8]=[CH:9][N:10]=3)[N:7]=[C:2]([C:26]3[CH:25]=[N:24][CH:29]=[CH:28][CH:27]=3)[CH:3]=2)[CH:17]=[CH:16][CH:15]=1. The yield is 0.440. (3) The reactants are [NH:1]1[C:5]2=[N:6][C:7]([N:10]3[C:18](=[O:19])[C:17]4[C:12](=[CH:13][CH:14]=[CH:15][CH:16]=4)[C:11]3=[O:20])=[CH:8][CH:9]=[C:4]2[CH:3]=[CH:2]1.IC.[C:23](=O)([O-])[O-].[Cs+].[Cs+].O. The catalyst is C(#N)C. The product is [CH3:23][N:1]1[C:5]2=[N:6][C:7]([N:10]3[C:18](=[O:19])[C:17]4[C:12](=[CH:13][CH:14]=[CH:15][CH:16]=4)[C:11]3=[O:20])=[CH:8][CH:9]=[C:4]2[CH:3]=[CH:2]1. The yield is 1.17. (4) The catalyst is O1CCOCC1. The product is [CH:9]1([C:16]2[C:17]([CH:44]([F:45])[F:46])=[CH:18][C:19]([O:42][CH3:43])=[C:20]([C:22]3[C:31]4[C:26](=[CH:27][C:28]([S:32]([NH:35][C:36]5[CH:41]=[CH:40][N:39]=[CH:38][N:37]=5)(=[O:33])=[O:34])=[CH:29][CH:30]=4)[CH:25]=[CH:24][N:23]=3)[CH:21]=2)[CH2:11][CH2:10]1. The yield is 0.370. The reactants are P([O-])([O-])([O-])=O.[K+].[K+].[K+].[CH:9]1(B(O)O)[CH2:11][CH2:10]1.Cl[C:16]1[C:17]([CH:44]([F:46])[F:45])=[CH:18][C:19]([O:42][CH3:43])=[C:20]([C:22]2[C:31]3[C:26](=[CH:27][C:28]([S:32]([NH:35][C:36]4[CH:41]=[CH:40][N:39]=[CH:38][N:37]=4)(=[O:34])=[O:33])=[CH:29][CH:30]=3)[CH:25]=[CH:24][N:23]=2)[CH:21]=1.Cl. (5) The reactants are [C:1]([O:5][C:6]([C:8]1([CH3:29])[N:12]2[C:13](=[O:28])[C:14]([NH:17][C:18]([O:20][CH2:21][C:22]3[CH:27]=[CH:26][CH:25]=[CH:24][CH:23]=3)=[O:19])=[CH:15][N:16]=[C:11]2[CH2:10][CH2:9]1)=[O:7])([CH3:4])([CH3:3])[CH3:2].C(OC(NC1C(=O)N2[C@H](C(OC(C)(C)C)=O)CCC2=NC=1)=O)[C:31]1[CH:36]=[CH:35][CH:34]=[CH:33][CH:32]=1.C(Br)C1C=CC=CC=1. No catalyst specified. The product is [C:1]([O:5][C:6]([C:8]1([CH2:29][C:31]2[CH:36]=[CH:35][CH:34]=[CH:33][CH:32]=2)[N:12]2[C:13](=[O:28])[C:14]([NH:17][C:18]([O:20][CH2:21][C:22]3[CH:27]=[CH:26][CH:25]=[CH:24][CH:23]=3)=[O:19])=[CH:15][N:16]=[C:11]2[CH2:10][CH2:9]1)=[O:7])([CH3:4])([CH3:2])[CH3:3]. The yield is 0.550. (6) The reactants are [NH2:1][S:2]([NH:5][C:6]([C:8]1[CH:9]=[CH:10][C:11]2[C:12]([CH:32]3[CH2:37][CH2:36][CH2:35][CH2:34][CH2:33]3)=[C:13]3[C:19]4[CH:20]=[CH:21][C:22]([O:24][CH3:25])=[CH:23][C:18]=4[CH:17]=[C:16]([C:26]([O:28]C)=[O:27])[CH2:15][N:14]3[C:30]=2[CH:31]=1)=[O:7])(=[O:4])=[O:3].CO.[OH-].[Na+].Cl. The catalyst is CO.O. The product is [NH2:1][S:2]([NH:5][C:6]([C:8]1[CH:9]=[CH:10][C:11]2[C:12]([CH:32]3[CH2:37][CH2:36][CH2:35][CH2:34][CH2:33]3)=[C:13]3[C:19]4[CH:20]=[CH:21][C:22]([O:24][CH3:25])=[CH:23][C:18]=4[CH:17]=[C:16]([C:26]([OH:28])=[O:27])[CH2:15][N:14]3[C:30]=2[CH:31]=1)=[O:7])(=[O:3])=[O:4]. The yield is 0.920. (7) The reactants are [F:1][C:2]1[CH:7]=[CH:6][C:5]([NH2:8])=[C:4]([N+:9]([O-:11])=[O:10])[CH:3]=1.F[C:13]1[CH:20]=[CH:19][C:18]([CH3:21])=[CH:17][C:14]=1[C:15]#[N:16].O.[OH-].[Li+]. The product is [F:1][C:2]1[CH:7]=[CH:6][C:5]([NH:8][C:13]2[CH:20]=[CH:19][C:18]([CH3:21])=[CH:17][C:14]=2[C:15]#[N:16])=[C:4]([N+:9]([O-:11])=[O:10])[CH:3]=1. The catalyst is CS(C)=O. The yield is 0.450. (8) The reactants are B(Cl)(Cl)Cl.C([NH:9][S:10]([C:13]1[S:14][C:15]([C:18]2[N:23]=[C:22]([NH:24][C:25]3[CH:29]=[C:28]([CH:30]4[CH2:32][CH2:31]4)[NH:27][N:26]=3)[C:21](/[CH:33]=[CH:34]/[CH2:35][OH:36])=[CH:20][N:19]=2)=[CH:16][CH:17]=1)(=[O:12])=[O:11])(C)(C)C. The catalyst is C(Cl)Cl. The product is [CH:30]1([C:28]2[NH:27][N:26]=[C:25]([NH:24][C:22]3[C:21](/[CH:33]=[CH:34]/[CH2:35][OH:36])=[CH:20][N:19]=[C:18]([C:15]4[S:14][C:13]([S:10]([NH2:9])(=[O:12])=[O:11])=[CH:17][CH:16]=4)[N:23]=3)[CH:29]=2)[CH2:32][CH2:31]1. The yield is 0.110. (9) The reactants are [CH2:1]([O:3][C:4](=[O:16])[C:5]([CH2:11][C:12]([F:15])([F:14])[F:13])=[CH:6][C:7]([F:10])([F:9])[F:8])[CH3:2]. The catalyst is C1COCC1.[Pd]. The product is [CH2:1]([O:3][C:4](=[O:16])[CH:5]([CH2:11][C:12]([F:13])([F:14])[F:15])[CH2:6][C:7]([F:8])([F:10])[F:9])[CH3:2]. The yield is 0.990.